This data is from Full USPTO retrosynthesis dataset with 1.9M reactions from patents (1976-2016). The task is: Predict the reactants needed to synthesize the given product. Given the product [C:1]([C:5]1[CH:10]=[CH:9][C:8]([C:11]2[N:15]([C:43](=[O:44])[CH2:42][CH2:41][C:35]3[CH:40]=[CH:39][CH:38]=[CH:37][CH:36]=3)[C@@:14]([C:17]3[CH:22]=[CH:21][C:20]([Cl:23])=[CH:19][CH:18]=3)([CH3:16])[C@@:13]([C:25]3[CH:26]=[CH:27][C:28]([Cl:31])=[CH:29][CH:30]=3)([CH3:24])[N:12]=2)=[C:7]([O:32][CH2:33][CH3:34])[CH:6]=1)([CH3:2])([CH3:3])[CH3:4], predict the reactants needed to synthesize it. The reactants are: [C:1]([C:5]1[CH:10]=[CH:9][C:8]([C:11]2[NH:12][C:13]([C:25]3[CH:30]=[CH:29][C:28]([Cl:31])=[CH:27][CH:26]=3)([CH3:24])[C:14]([C:17]3[CH:22]=[CH:21][C:20]([Cl:23])=[CH:19][CH:18]=3)([CH3:16])[N:15]=2)=[C:7]([O:32][CH2:33][CH3:34])[CH:6]=1)([CH3:4])([CH3:3])[CH3:2].[C:35]1([CH2:41][CH2:42][C:43](Cl)=[O:44])[CH:40]=[CH:39][CH:38]=[CH:37][CH:36]=1.